Dataset: Catalyst prediction with 721,799 reactions and 888 catalyst types from USPTO. Task: Predict which catalyst facilitates the given reaction. Reactant: [CH3:1][O:2][C:3]1[CH:9]=[CH:8][C:6]([NH2:7])=[C:5]([N+:10]([O-:12])=[O:11])[CH:4]=1.Br[CH2:14][C:15]([O:17][CH2:18][CH3:19])=[O:16].C(=O)([O-])[O-].[K+].[K+]. Product: [CH3:1][O:2][C:3]1[CH:9]=[CH:8][C:6]([NH:7][CH2:14][C:15]([O:17][CH2:18][CH3:19])=[O:16])=[C:5]([N+:10]([O-:12])=[O:11])[CH:4]=1. The catalyst class is: 74.